This data is from Full USPTO retrosynthesis dataset with 1.9M reactions from patents (1976-2016). The task is: Predict the reactants needed to synthesize the given product. (1) Given the product [CH2:16]([N:12]1[CH:13]=[CH:14][C:9]([O:8][CH2:1][C:2]2[CH:3]=[CH:4][CH:5]=[CH:6][CH:7]=2)=[CH:10][C:11]1=[O:15])[C:17]1[CH:22]=[CH:21][CH:20]=[CH:19][CH:18]=1, predict the reactants needed to synthesize it. The reactants are: [CH2:1]([O:8][C:9]1[CH:14]=[CH:13][NH:12][C:11](=[O:15])[CH:10]=1)[C:2]1[CH:7]=[CH:6][CH:5]=[CH:4][CH:3]=1.[CH2:16](Br)[C:17]1[CH:22]=[CH:21][CH:20]=[CH:19][CH:18]=1.[OH-].[Na+]. (2) Given the product [NH2:12][C:13]([CH:20]1[CH2:29][CH2:28][C:27]2[C:22](=[CH:23][CH:24]=[C:25]([O:30][CH3:31])[CH:26]=2)[CH2:21]1)([CH3:19])[CH2:14][OH:15], predict the reactants needed to synthesize it. The reactants are: [H-].[H-].[H-].[H-].[Li+].[Al+3].C1COCC1.[NH2:12][C:13]([CH:20]1[CH2:29][CH2:28][C:27]2[C:22](=[CH:23][CH:24]=[C:25]([O:30][CH3:31])[CH:26]=2)[CH2:21]1)([CH3:19])[C:14](OCC)=[O:15]. (3) Given the product [C:4]([O:8][C:9]([N:11]1[CH2:16][CH2:15][N:14]([C:17]2[C:18]3[C:25]([CH3:1])=[CH:24][N:23]([S:27]([C:30]4[CH:35]=[CH:34][CH:33]=[CH:32][CH:31]=4)(=[O:29])=[O:28])[C:19]=3[N:20]=[CH:21][N:22]=2)[CH2:13][CH2:12]1)=[O:10])([CH3:7])([CH3:6])[CH3:5], predict the reactants needed to synthesize it. The reactants are: [CH3:1][Zn]Cl.[C:4]([O:8][C:9]([N:11]1[CH2:16][CH2:15][N:14]([C:17]2[C:18]3[C:25](Br)=[CH:24][N:23]([S:27]([C:30]4[CH:35]=[CH:34][CH:33]=[CH:32][CH:31]=4)(=[O:29])=[O:28])[C:19]=3[N:20]=[CH:21][N:22]=2)[CH2:13][CH2:12]1)=[O:10])([CH3:7])([CH3:6])[CH3:5]. (4) Given the product [Si:20]([O:27][CH2:28][CH2:29][CH2:30][C:16]([CH3:18])([CH3:17])[C:15]#[N:19])([C:23]([CH3:26])([CH3:25])[CH3:24])([CH3:22])[CH3:21], predict the reactants needed to synthesize it. The reactants are: [Li+].CC([N-]C(C)C)C.C1CCCCC1.[C:15](#[N:19])[CH:16]([CH3:18])[CH3:17].[Si:20]([O:27][CH2:28][CH2:29][CH2:30]Br)([C:23]([CH3:26])([CH3:25])[CH3:24])([CH3:22])[CH3:21]. (5) Given the product [C:3]([O:7][C:8]([N:10]1[CH2:15][CH2:14][C:13](=[CH:16][C:17]2[CH:22]=[CH:21][CH:20]=[CH:19][C:18]=2[C:23]([OH:25])=[O:24])[CH2:12][CH2:11]1)=[O:9])([CH3:6])([CH3:4])[CH3:5], predict the reactants needed to synthesize it. The reactants are: [OH-].[Na+].[C:3]([O:7][C:8]([N:10]1[CH2:15][CH2:14][C:13](=[CH:16][C:17]2[CH:22]=[CH:21][CH:20]=[CH:19][C:18]=2[C:23]([O:25]C)=[O:24])[CH2:12][CH2:11]1)=[O:9])([CH3:6])([CH3:5])[CH3:4]. (6) Given the product [CH3:1][C:2]1[C:3]([C:29]([F:30])([F:31])[F:32])=[CH:4][C:5]2[N:14]([CH2:15][CH2:16][CH2:17][CH2:18][CH2:19][CH2:20][C:21]([O-:23])=[O:22])[C:13]3[C:8]([C:9](=[O:27])[NH:10][C:11](=[O:26])[N:12]=3)=[N:7][C:6]=2[CH:28]=1.[Na+:38], predict the reactants needed to synthesize it. The reactants are: [CH3:1][C:2]1[C:3]([C:29]([F:32])([F:31])[F:30])=[CH:4][C:5]2[N:14]([CH2:15][CH2:16][CH2:17][CH2:18][CH2:19][CH2:20][C:21]([O:23]CC)=[O:22])[C:13]3[C:8]([C:9](=[O:27])[NH:10][C:11](=[O:26])[N:12]=3)=[N:7][C:6]=2[CH:28]=1.Cl.C([O-])(O)=O.[Na+:38]. (7) The reactants are: Cl[C:2]1[N:7]=[C:6]([NH:8][CH2:9][CH:10]2[CH2:15][CH2:14][O:13][CH2:12][CH2:11]2)[C:5]([Cl:16])=[CH:4][N:3]=1.[CH3:17][N:18]1[CH:22]=[C:21]([NH2:23])[CH:20]=[N:19]1. Given the product [Cl:16][C:5]1[C:6]([NH:8][CH2:9][CH:10]2[CH2:15][CH2:14][O:13][CH2:12][CH2:11]2)=[N:7][C:2]([NH:23][C:21]2[CH:20]=[N:19][N:18]([CH3:17])[CH:22]=2)=[N:3][CH:4]=1, predict the reactants needed to synthesize it. (8) Given the product [C:31]([C:28]1[CH:27]=[CH:26][C:25]([CH2:24][O:23][C:20]2[CH:21]=[CH:22][C:17]([CH2:16][S:15][C:12]3[CH:13]=[CH:14][C:6]([O:5][CH2:4][C:3]([OH:35])=[O:2])=[C:7]4[C:11]=3[CH2:10][CH2:9][CH2:8]4)=[CH:18][CH:19]=2)=[CH:30][CH:29]=1)([CH3:34])([CH3:32])[CH3:33], predict the reactants needed to synthesize it. The reactants are: C[O:2][C:3](=[O:35])[CH2:4][O:5][C:6]1[CH:14]=[CH:13][C:12]([S:15][CH2:16][C:17]2[CH:22]=[CH:21][C:20]([O:23][CH2:24][C:25]3[CH:30]=[CH:29][C:28]([C:31]([CH3:34])([CH3:33])[CH3:32])=[CH:27][CH:26]=3)=[CH:19][CH:18]=2)=[C:11]2[C:7]=1[CH2:8][CH2:9][CH2:10]2.[K+].[Br-].